From a dataset of Peptide-MHC class II binding affinity with 134,281 pairs from IEDB. Regression. Given a peptide amino acid sequence and an MHC pseudo amino acid sequence, predict their binding affinity value. This is MHC class II binding data. (1) The peptide sequence is KLAFLVQTEPRMLLM. The MHC is DRB4_0101 with pseudo-sequence DRB4_0103. The binding affinity (normalized) is 0.810. (2) The peptide sequence is ATTANVPPADKYKTF. The MHC is DRB1_1201 with pseudo-sequence DRB1_1201. The binding affinity (normalized) is 0. (3) The peptide sequence is TIPQSLDSWWTSLNF. The MHC is DRB1_1101 with pseudo-sequence DRB1_1101. The binding affinity (normalized) is 0. (4) The peptide sequence is KKKCDTLLCDIGESSSS. The MHC is DRB1_0404 with pseudo-sequence DRB1_0404. The binding affinity (normalized) is 0. (5) The peptide sequence is RLKQLPLLESQIATIEQSAP. The MHC is HLA-DQA10501-DQB10201 with pseudo-sequence HLA-DQA10501-DQB10201. The binding affinity (normalized) is 0.0847. (6) The peptide sequence is AVFEAALTKAITAMS. The MHC is DRB1_1101 with pseudo-sequence DRB1_1101. The binding affinity (normalized) is 0.517. (7) The peptide sequence is TDTTPFGQQRVFKEK. The MHC is DRB3_0101 with pseudo-sequence DRB3_0101. The binding affinity (normalized) is 0.244. (8) The peptide sequence is VNMVRRGVRSLSNKI. The MHC is DRB1_0801 with pseudo-sequence DRB1_0801. The binding affinity (normalized) is 0.630. (9) The binding affinity (normalized) is 0.0502. The MHC is DRB5_0101 with pseudo-sequence DRB5_0101. The peptide sequence is HRDNIEDDLLNRNNT.